From a dataset of Reaction yield outcomes from USPTO patents with 853,638 reactions. Predict the reaction yield, written as a fraction of the theoretical maximum amount of product (1.0 means a 100% yield; for example, 0.34 means a 34% yield). (1) The reactants are [CH3:1][O:2][C:3]1[CH:8]=[CH:7][C:6]([NH:9][NH:10][C:11]([NH2:13])=[O:12])=[CH:5][CH:4]=1.N1C=CC=CC=1.[CH3:20][O:21][C:22]1[CH:30]=[CH:29][C:25]([C:26](Cl)=[O:27])=[CH:24][CH:23]=1.C(OCC)(=O)C.O1CCCC1. The catalyst is C1(C)C=CC=CC=1.O. The product is [CH3:20][O:21][C:22]1[CH:30]=[CH:29][C:25]([C:26]([N:9]([C:6]2[CH:5]=[CH:4][C:3]([O:2][CH3:1])=[CH:8][CH:7]=2)[NH:10][C:11]([NH2:13])=[O:12])=[O:27])=[CH:24][CH:23]=1. The yield is 0.619. (2) The reactants are S1C=[C:4]([Si:6](C)([CH3:13])[C:7]2[CH:12]=[CH:11][CH:10]=[CH:9][CH:8]=2)C2C=CC=CC1=2.CC([O-])(C)C.[K+].[S:25]1[CH:29]=[CH:28][C:27]2[CH:30]=[CH:31][CH:32]=[CH:33][C:26]1=2. The catalyst is C1COCC1. The product is [S:25]1[C:29]([Si:6]([CH3:13])([CH3:4])[C:7]2[CH:12]=[CH:11][CH:10]=[CH:9][CH:8]=2)=[CH:28][C:27]2[CH:30]=[CH:31][CH:32]=[CH:33][C:26]1=2. The yield is 0.870. (3) The reactants are [O:1]1[C:5]2[CH:6]=[CH:7][CH:8]=[CH:9][C:4]=2[CH:3]=[C:2]1[C:10]1[C:11](O)=[N:12][C:13]2[C:18]([N:19]=1)=[CH:17][CH:16]=[CH:15][CH:14]=2.S(Cl)([Cl:23])=O.CN(C=O)C. The catalyst is C1(C)C=CC=CC=1.ClCCl. The product is [O:1]1[C:5]2[CH:6]=[CH:7][CH:8]=[CH:9][C:4]=2[CH:3]=[C:2]1[C:10]1[C:11]([Cl:23])=[N:12][C:13]2[C:18](=[CH:17][CH:16]=[CH:15][CH:14]=2)[N:19]=1. The yield is 1.00. (4) The reactants are [CH3:1][O:2][C:3]1[CH:4]=[C:5]([C:11]2[CH2:15][CH:14]([CH2:16][CH2:17][CH2:18][CH:19]=O)[O:13][N:12]=2)[CH:6]=[CH:7][C:8]=1[O:9][CH3:10].Cl.[CH2:22]([O:24][C:25]1[CH:30]=[CH:29][CH:28]=[CH:27][C:26]=1[N:31]1[CH2:36][CH2:35][NH:34][CH2:33][CH2:32]1)[CH3:23].[BH-](OC(C)=O)(OC(C)=O)OC(C)=O.[Na+].C(N(C(C)C)CC)(C)C. The catalyst is C(Cl)Cl. The product is [CH3:1][O:2][C:3]1[CH:4]=[C:5]([C:11]2[CH2:15][CH:14]([CH2:16][CH2:17][CH2:18][CH2:19][N:34]3[CH2:33][CH2:32][N:31]([C:26]4[CH:27]=[CH:28][CH:29]=[CH:30][C:25]=4[O:24][CH2:22][CH3:23])[CH2:36][CH2:35]3)[O:13][N:12]=2)[CH:6]=[CH:7][C:8]=1[O:9][CH3:10]. The yield is 0.667. (5) The reactants are [C:1]([C:3]1[C:8](=O)[NH:7][C:6]([NH:10][CH:11]2[CH2:13][CH2:12]2)=[N:5][C:4]=1[C:14]1[CH:19]=[CH:18][C:17]([Cl:20])=[CH:16][CH:15]=1)#[N:2].O=P(Cl)(Cl)[Cl:23]. No catalyst specified. The product is [Cl:23][C:8]1[N:7]=[C:6]([NH:10][CH:11]2[CH2:13][CH2:12]2)[N:5]=[C:4]([C:14]2[CH:19]=[CH:18][C:17]([Cl:20])=[CH:16][CH:15]=2)[C:3]=1[C:1]#[N:2]. The yield is 0.720. (6) The reactants are [OH:1][C:2]1[C:11]2[C:6](=[CH:7][CH:8]=[CH:9][CH:10]=2)[N:5]=[CH:4][C:3]=1[C:12]([OH:14])=O.CN(C(ON1N=NC2C=CC=CC1=2)=[N+](C)C)C.F[P-](F)(F)(F)(F)F.CCN(C(C)C)C(C)C.[CH3:48][C:49]1[CH:54]=[CH:53][C:52]([N+:55]([O-])=O)=[CH:51][C:50]=1[NH2:58].O.O.Cl[Sn]Cl.C([O-])(O)=O.[Na+]. The catalyst is C1COCC1. The product is [NH2:55][C:52]1[CH:53]=[CH:54][C:49]([CH3:48])=[C:50]([NH:58][C:12]([C:3]2[C:2](=[O:1])[C:11]3[C:6](=[CH:7][CH:8]=[CH:9][CH:10]=3)[NH:5][CH:4]=2)=[O:14])[CH:51]=1. The yield is 0.0800. (7) The reactants are [NH2:1][C:2]1[N:7]=[CH:6][N:5]=[C:4]2[N:8]([CH2:12][C@H:13]3[CH2:17][CH2:16][CH2:15][N:14]3[C:18]([O:20][C:21]([CH3:24])([CH3:23])[CH3:22])=[O:19])[N:9]=[C:10](I)[C:3]=12.OC[C@H]1CCCN1C(OC(C)(C)C)=O.[F:39][C:40]1[CH:41]=[C:42]([CH:59]=[CH:60][CH:61]=1)[O:43][C:44]1[CH:49]=[CH:48][C:47](B2OC(C)(C)C(C)(C)O2)=[CH:46][CH:45]=1.C(=O)([O-])[O-].[Na+].[Na+]. The catalyst is O.COCCOC. The product is [NH2:1][C:2]1[N:7]=[CH:6][N:5]=[C:4]2[N:8]([CH2:12][C@H:13]3[CH2:17][CH2:16][CH2:15][N:14]3[C:18]([O:20][C:21]([CH3:24])([CH3:23])[CH3:22])=[O:19])[N:9]=[C:10]([C:47]3[CH:46]=[CH:45][C:44]([O:43][C:42]4[CH:59]=[CH:60][CH:61]=[C:40]([F:39])[CH:41]=4)=[CH:49][CH:48]=3)[C:3]=12. The yield is 0.790. (8) The reactants are [Br:1][C:2]1[CH:3]=[C:4]([CH:9]([F:11])[F:10])[C:5](=[O:8])[NH:6][CH:7]=1.[C:12]([Si:16]([CH3:19])([CH3:18])Cl)([CH3:15])([CH3:14])[CH3:13]. The catalyst is C1(C)C=CC=CC=1. The product is [Br:1][C:2]1[CH:3]=[C:4]([CH:9]([F:11])[F:10])[C:5]([O:8][Si:16]([C:12]([CH3:15])([CH3:14])[CH3:13])([CH3:19])[CH3:18])=[N:6][CH:7]=1. The yield is 0.790.